This data is from Full USPTO retrosynthesis dataset with 1.9M reactions from patents (1976-2016). The task is: Predict the reactants needed to synthesize the given product. (1) Given the product [CH3:18][CH:19]([O:21][CH2:3][C@@H:2]([C:4]([O:6][CH3:7])=[O:5])[NH:1][C:8]([O:10][CH2:11][C:12]1[CH:13]=[CH:14][CH:15]=[CH:16][CH:17]=1)=[O:9])[CH3:20], predict the reactants needed to synthesize it. The reactants are: [N:1]1([C:8]([O:10][CH2:11][C:12]2[CH:17]=[CH:16][CH:15]=[CH:14][CH:13]=2)=[O:9])[CH2:3][C@H:2]1[C:4]([O:6][CH3:7])=[O:5].[CH3:18][CH:19]([OH:21])[CH3:20]. (2) Given the product [F:54][C:50]1[CH:51]=[CH:52][CH:53]=[C:35]([F:34])[C:36]=1[CH2:37][N:38]1[C:43]([CH3:44])=[C:42]([CH:1]=[CH:14][O:13][CH3:12])[C:41](=[O:47])[C:40]([Br:48])=[C:39]1[CH3:49], predict the reactants needed to synthesize it. The reactants are: [CH3:1][Si]([N-][Si](C)(C)C)(C)C.[K+].[Cl-].[CH3:12][O:13][CH2:14][P+](C1C=CC=CC=1)(C1C=CC=CC=1)C1C=CC=CC=1.[F:34][C:35]1[CH:53]=[CH:52][CH:51]=[C:50]([F:54])[C:36]=1[CH2:37][N:38]1[C:43]([CH3:44])=[C:42](C=O)[C:41](=[O:47])[C:40]([Br:48])=[C:39]1[CH3:49].